Dataset: Reaction yield outcomes from USPTO patents with 853,638 reactions. Task: Predict the reaction yield, written as a fraction of the theoretical maximum amount of product (1.0 means a 100% yield; for example, 0.34 means a 34% yield). (1) The reactants are [CH3:1][O:2][C:3]1[C:4]([C:21](O)=[O:22])=[CH:5][C:6]2[C:11]([CH:12]=1)=[CH:10][CH:9]=[C:8]([C:13]1[CH:18]=[CH:17][CH:16]=[C:15]([O:19][CH3:20])[CH:14]=1)[CH:7]=2.CCN=C=NCCCN(C)C.O[C:36]1[C:44]2[N:43]=NN[C:40]=2[CH:39]=[CH:38][CH:37]=1.NC1C=CC=CC=1.C(N(CC)CC)C.Cl. The catalyst is ClCCl. The product is [CH3:1][O:2][C:3]1[C:4]([C:21]([NH:43][C:44]2[CH:36]=[CH:37][CH:38]=[CH:39][CH:40]=2)=[O:22])=[CH:5][C:6]2[C:11]([CH:12]=1)=[CH:10][CH:9]=[C:8]([C:13]1[CH:18]=[CH:17][CH:16]=[C:15]([O:19][CH3:20])[CH:14]=1)[CH:7]=2. The yield is 0.700. (2) The reactants are [Cl:1][C:2]1[C:3]2[C:4]3[C:5](=[C:23]([CH3:26])[O:24][N:25]=3)[C:6](=[O:22])[N:7]([C:12]3[N:17]=[C:16]([CH2:18][C:19]([OH:21])=O)[CH:15]=[CH:14][CH:13]=3)[C:8]=2[CH:9]=[CH:10][CH:11]=1.CC[N:29]=C=NCCCN(C)C.[N+:38]([C:41]1[CH:47]=[CH:46][C:45]([O:48][CH3:49])=[CH:44][C:42]=1N)([O-:40])=[O:39].CC(C)=O.ClCCl. The catalyst is CN(C1C=CN=CC=1)C.ClCCl.CN(C=O)C. The product is [Cl:1][C:2]1[C:3]2[C:4]3[C:5](=[C:23]([CH3:26])[O:24][N:25]=3)[C:6](=[O:22])[N:7]([C:12]3[N:17]=[C:16]([CH2:18][C:19]([NH:29][C:46]4[CH:47]=[C:41]([N+:38]([O-:40])=[O:39])[CH:42]=[CH:44][C:45]=4[O:48][CH3:49])=[O:21])[CH:15]=[CH:14][CH:13]=3)[C:8]=2[CH:9]=[CH:10][CH:11]=1. The yield is 0.120.